This data is from Catalyst prediction with 721,799 reactions and 888 catalyst types from USPTO. The task is: Predict which catalyst facilitates the given reaction. (1) Reactant: [CH3:1][O:2][C:3](=[O:13])[C:4]1[CH:9]=[CH:8][CH:7]=[C:6]([N:10]=[C:11]=[O:12])[CH:5]=1.[NH3:14]. Product: [CH3:1][O:2][C:3](=[O:13])[C:4]1[CH:9]=[CH:8][CH:7]=[C:6]([NH:10][C:11]([NH2:14])=[O:12])[CH:5]=1. The catalyst class is: 12. (2) Reactant: [NH2:1][C:2](=[O:34])[CH:3]([OH:33])[CH:4]([NH:12][C:13](=[O:32])[C:14]1[CH:19]=[CH:18][CH:17]=[N:16][C:15]=1[N:20]1[CH:24]=[CH:23][C:22]([CH2:25][N:26]2[CH2:31][CH2:30][O:29][CH2:28][CH2:27]2)=[N:21]1)[CH2:5][C:6]1[CH:11]=[CH:10][CH:9]=[CH:8][CH:7]=1.CS(C)=O.ClC(Cl)C(O)=O.C([O-])(O)=O.[Na+]. Product: [NH2:1][C:2](=[O:34])[C:3](=[O:33])[CH:4]([NH:12][C:13](=[O:32])[C:14]1[CH:19]=[CH:18][CH:17]=[N:16][C:15]=1[N:20]1[CH:24]=[CH:23][C:22]([CH2:25][N:26]2[CH2:27][CH2:28][O:29][CH2:30][CH2:31]2)=[N:21]1)[CH2:5][C:6]1[CH:11]=[CH:10][CH:9]=[CH:8][CH:7]=1. The catalyst class is: 170. (3) Reactant: [OH-].[Na+].CO.[NH:5]1[C:9]([C:10]2[CH:11]=[C:12]([C:22]([O:24]C)=[O:23])[CH:13]=[C:14]([C:16]3[CH:21]=[CH:20][CH:19]=[CH:18][CH:17]=3)[CH:15]=2)=[N:8][N:7]=[N:6]1.Cl. Product: [NH:8]1[C:9]([C:10]2[CH:11]=[C:12]([C:22]([OH:24])=[O:23])[CH:13]=[C:14]([C:16]3[CH:21]=[CH:20][CH:19]=[CH:18][CH:17]=3)[CH:15]=2)=[N:5][N:6]=[N:7]1. The catalyst class is: 6. (4) Reactant: [CH2:1]([C:3]1[S:4][C:5]2[C:10]3[CH2:11][CH2:12][N:13](C(OC(C)(C)C)=O)[CH2:14][CH2:15][C:9]=3[CH:8]=[CH:7][C:6]=2[N:23]=1)[CH3:2].C(O)(C(F)(F)F)=O. Product: [CH2:1]([C:3]1[S:4][C:5]2[C:10]3[CH2:11][CH2:12][NH:13][CH2:14][CH2:15][C:9]=3[CH:8]=[CH:7][C:6]=2[N:23]=1)[CH3:2]. The catalyst class is: 2. (5) Reactant: [N:1]1([C:6]([C:8]2[C:21]3[C:12](=[CH:13][C:14]4[C:19]([N:20]=3)=[C:18]([CH3:22])[CH:17]=[CH:16][CH:15]=4)[CH:11]=[CH:10][CH:9]=2)=[O:7])[CH:5]=[CH:4][N:3]=[CH:2]1.NC[CH2:25][N:26]([C:30]1[N:31]=[N+:32]([O-:41])[C:33]2[CH:40]=[CH:39][CH:38]=[CH:37][C:34]=2[N+:35]=1[O-:36])CCN. Product: [O-:41][N+:32]1[C:33]2[CH:40]=[CH:39][CH:38]=[CH:37][C:34]=2[N+:35]([O-:36])=[C:30]([NH:26][CH2:25][CH2:2][NH:3][CH2:4][CH2:5][NH:1][C:6]([C:8]2[C:21]3[C:12](=[CH:13][C:14]4[C:19]([N:20]=3)=[C:18]([CH3:22])[CH:17]=[CH:16][CH:15]=4)[CH:11]=[CH:10][CH:9]=2)=[O:7])[N:31]=1. The catalyst class is: 3. (6) Reactant: [CH2:1]([OH:19])[CH2:2]CCCCCCCCCCCCCCCC.C(N=C=O)CCCCC[N:26]=[C:27]=[O:28].[C:32]([O-:45])(=[O:44])[CH2:33][CH2:34]CCCCCCCCC.C([Sn+2]CCCC)CCC.[C:32]([O-:45])(=[O:44])[CH2:33][CH2:34]CCCCCCCCC.C(OCCO)(=O)C=C.COC1C=CC(O)=CC=1. Product: [C:32]([OH:45])(=[O:44])[CH:33]=[CH2:34].[NH2:26][C:27]([O:19][CH2:1][CH3:2])=[O:28]. The catalyst class is: 11. (7) Reactant: [Cl:1][C:2]1[CH:3]=[N:4][C:5]2[C:10]([C:11]=1[CH2:12][CH2:13][CH2:14][C:15]1([C:21]([O:23][CH2:24][CH3:25])=[O:22])[CH2:20][CH2:19][NH:18][CH2:17][CH2:16]1)=[CH:9][C:8]([O:26][CH3:27])=[CH:7][CH:6]=2.C(=O)([O-])[O-].[K+].[K+].I[CH2:35][CH2:36][OH:37]. Product: [Cl:1][C:2]1[CH:3]=[N:4][C:5]2[C:10]([C:11]=1[CH2:12][CH2:13][CH2:14][C:15]1([C:21]([O:23][CH2:24][CH3:25])=[O:22])[CH2:20][CH2:19][N:18]([CH2:35][CH2:36][OH:37])[CH2:17][CH2:16]1)=[CH:9][C:8]([O:26][CH3:27])=[CH:7][CH:6]=2. The catalyst class is: 10.